From a dataset of Full USPTO retrosynthesis dataset with 1.9M reactions from patents (1976-2016). Predict the reactants needed to synthesize the given product. (1) Given the product [S:1]1[C:5]2[CH:6]=[CH:7][CH:8]=[CH:9][C:4]=2[N:3]=[C:2]1[C:10]([C:12]1[CH:13]=[C:14]([CH3:18])[CH:15]=[CH:16][CH:17]=1)=[O:11], predict the reactants needed to synthesize it. The reactants are: [S:1]1[C:5]2[CH:6]=[CH:7][CH:8]=[CH:9][C:4]=2[N:3]=[C:2]1[CH:10]([C:12]1[CH:13]=[C:14]([CH3:18])[CH:15]=[CH:16][CH:17]=1)[OH:11]. (2) The reactants are: ClC(Cl)(Cl)[C:3]([N:5]([C:10]([CH3:19])([C:13]1[CH:18]=[CH:17][CH:16]=[CH:15][CH:14]=1)[CH:11]=[CH2:12])CC(C)=C)=[O:4].[OH-].[Na+].CCO.O(C([O:30][C:31]([CH3:34])([CH3:33])[CH3:32])=O)C([O:30][C:31]([CH3:34])([CH3:33])[CH3:32])=O.CCN(CC)CC. Given the product [C:31]([O:30][C:3](=[O:4])[NH:5][C:10]([CH3:19])([C:13]1[CH:14]=[CH:15][CH:16]=[CH:17][CH:18]=1)[CH:11]=[CH2:12])([CH3:34])([CH3:33])[CH3:32], predict the reactants needed to synthesize it.